Task: Predict which catalyst facilitates the given reaction.. Dataset: Catalyst prediction with 721,799 reactions and 888 catalyst types from USPTO (1) Reactant: [C:1]([O:5][C:6]([N:8]1[CH2:11][CH:10]([C:12]2[C:21](Cl)=[N:20][C:19]3[C:14](=[CH:15][CH:16]=[CH:17][CH:18]=3)[N:13]=2)[CH2:9]1)=[O:7])([CH3:4])([CH3:3])[CH3:2].[CH3:23][C:24]1[CH:25]=[C:26](B(O)O)[CH:27]=[CH:28][CH:29]=1.[O-]P([O-])([O-])=O.[K+].[K+].[K+]. Product: [C:1]([O:5][C:6]([N:8]1[CH2:11][CH:10]([C:12]2[C:21]([C:28]3[CH:29]=[C:24]([CH3:23])[CH:25]=[CH:26][CH:27]=3)=[N:20][C:19]3[C:14](=[CH:15][CH:16]=[CH:17][CH:18]=3)[N:13]=2)[CH2:9]1)=[O:7])([CH3:4])([CH3:3])[CH3:2]. The catalyst class is: 117. (2) Reactant: Br[C:2]1[CH:3]=[CH:4][C:5]([F:17])=[C:6]([C@:8]([NH:12][C:13](=[O:16])[CH2:14][Cl:15])([CH3:11])[CH2:9][OH:10])[CH:7]=1.[K].CCSC([N:24](CC(C)C)CC(C)C)=O. Product: [ClH:15].[NH2:24][C:2]1[CH:3]=[CH:4][C:5]([F:17])=[C:6]([C@@:8]2([CH3:11])[NH:12][C:13](=[O:16])[CH2:14][O:10][CH2:9]2)[CH:7]=1. The catalyst class is: 45. (3) Product: [Br:1][C:2]1[CH:7]=[CH:6][C:5]([CH2:8][CH:10]2[CH2:11][CH2:12]2)=[CH:4][CH:3]=1. Reactant: [Br:1][C:2]1[CH:7]=[CH:6][C:5]([CH:8]([CH:10]2[CH2:12][CH2:11]2)O)=[CH:4][CH:3]=1.C([SiH](CC)CC)C. The catalyst class is: 55. (4) Reactant: [F:1][C:2]1[C:3]([N:15]=CN(C)C)=[N:4][C:5](=[O:14])[N:6]([CH:8]2[CH2:12][CH2:11][CH:10]([OH:13])[CH2:9]2)[CH:7]=1.[CH:20]1[CH:25]=[CH:24][C:23]([C:26]2[CH:31]=[CH:30][C:29]([N:32]=[C:33]=[O:34])=[CH:28][CH:27]=2)=[CH:22][CH:21]=1. Product: [NH2:15][C:3]1[C:2]([F:1])=[CH:7][N:6]([CH:8]2[CH2:12][CH2:11][CH:10]([O:13][C:33](=[O:34])[NH:32][C:29]3[CH:28]=[CH:27][C:26]([C:23]4[CH:24]=[CH:25][CH:20]=[CH:21][CH:22]=4)=[CH:31][CH:30]=3)[CH2:9]2)[C:5](=[O:14])[N:4]=1. The catalyst class is: 306.